Dataset: Catalyst prediction with 721,799 reactions and 888 catalyst types from USPTO. Task: Predict which catalyst facilitates the given reaction. Reactant: [C:1]([O:5][C:6]([N:8]([CH2:12][C:13]([OH:15])=O)[CH2:9][CH2:10][CH3:11])=[O:7])([CH3:4])([CH3:3])[CH3:2].[C:16]12([NH2:26])[CH2:25][CH:20]3[CH2:21][CH:22]([CH2:24][CH:18]([CH2:19]3)[CH2:17]1)[CH2:23]2.C(N(CC)C(C)C)(C)C. Product: [C:16]12([NH:26][C:13](=[O:15])[CH2:12][N:8]([C:6]([O:5][C:1]([CH3:2])([CH3:3])[CH3:4])=[O:7])[CH2:9][CH2:10][CH3:11])[CH2:23][CH:22]3[CH2:21][CH:20]([CH2:19][CH:18]([CH2:24]3)[CH2:17]1)[CH2:25]2. The catalyst class is: 2.